Dataset: Reaction yield outcomes from USPTO patents with 853,638 reactions. Task: Predict the reaction yield, written as a fraction of the theoretical maximum amount of product (1.0 means a 100% yield; for example, 0.34 means a 34% yield). The reactants are C[O:2][C:3]([C:5]1[CH:10]=[CH:9][C:8]([C:11]2[CH:16]=[C:15]([Cl:17])[C:14]([CH2:18][C@@H:19]3[CH2:23][CH2:22][N:21]([N:24]4[CH2:29][CH2:28][CH2:27][CH2:26][CH2:25]4)[C:20]3=[O:30])=[C:13]([Cl:31])[CH:12]=2)=[CH:7][CH:6]=1)=[O:4].[OH-].[Na+]. The catalyst is C1COCC1. The product is [Cl:31][C:13]1[CH:12]=[C:11]([C:8]2[CH:7]=[CH:6][C:5]([C:3]([OH:4])=[O:2])=[CH:10][CH:9]=2)[CH:16]=[C:15]([Cl:17])[C:14]=1[CH2:18][C@@H:19]1[CH2:23][CH2:22][N:21]([N:24]2[CH2:29][CH2:28][CH2:27][CH2:26][CH2:25]2)[C:20]1=[O:30]. The yield is 0.930.